From a dataset of Full USPTO retrosynthesis dataset with 1.9M reactions from patents (1976-2016). Predict the reactants needed to synthesize the given product. (1) Given the product [Br:1][C:2]1[S:3][CH:4]=[C:5]([C:7]([NH:14][S:11]([CH3:10])(=[O:13])=[O:12])=[O:9])[N:6]=1, predict the reactants needed to synthesize it. The reactants are: [Br:1][C:2]1[S:3][CH:4]=[C:5]([C:7]([OH:9])=O)[N:6]=1.[CH3:10][S:11]([NH2:14])(=[O:13])=[O:12].N12CCCN=C1CCCCC2. (2) Given the product [CH2:1]([CH:3]1[N:8]([CH2:19][C:18]([F:22])([F:21])[F:17])[C:7]2[CH:9]=[CH:10][C:11]([N+:13]([O-:15])=[O:14])=[CH:12][C:6]=2[O:5][CH2:4]1)[CH3:2], predict the reactants needed to synthesize it. The reactants are: [CH2:1]([CH:3]1[NH:8][C:7]2[CH:9]=[CH:10][C:11]([N+:13]([O-:15])=[O:14])=[CH:12][C:6]=2[O:5][CH2:4]1)[CH3:2].O.[F:17][C:18]([F:22])([F:21])[CH:19]=O.[BH3-]C#N.[Na+]. (3) Given the product [CH3:21][N:19]([CH3:20])[CH2:18][CH2:17][N:12]1[C:11](=[O:22])[C:10]2[CH:23]=[CH:24][CH:25]=[C:8]3[C:9]=2[C:14](=[C:15]2[C:2]([NH:1][C:32]([NH:31][CH2:26][CH2:27][CH2:28][CH2:29][CH3:30])=[O:33])=[CH:3][CH:4]=[CH:5][C:6]2=[CH:7]3)[C:13]1=[O:16], predict the reactants needed to synthesize it. The reactants are: [NH2:1][C:2]1[C:15]2[C:6](=[CH:7][C:8]3[C:9]4[C:14]=2[C:13](=[O:16])[N:12]([CH2:17][CH2:18][N:19]([CH3:21])[CH3:20])[C:11](=[O:22])[C:10]=4[CH:23]=[CH:24][CH:25]=3)[CH:5]=[CH:4][CH:3]=1.[CH2:26]([N:31]=[C:32]=[O:33])[CH2:27][CH2:28][CH2:29][CH3:30].C(Cl)Cl.CO.